This data is from NCI-60 drug combinations with 297,098 pairs across 59 cell lines. The task is: Regression. Given two drug SMILES strings and cell line genomic features, predict the synergy score measuring deviation from expected non-interaction effect. Cell line: OVCAR-8. Drug 2: C1=CC=C(C(=C1)C(C2=CC=C(C=C2)Cl)C(Cl)Cl)Cl. Synergy scores: CSS=0.601, Synergy_ZIP=0.342, Synergy_Bliss=0.919, Synergy_Loewe=0.983, Synergy_HSA=0.391. Drug 1: CC1=CC=C(C=C1)C2=CC(=NN2C3=CC=C(C=C3)S(=O)(=O)N)C(F)(F)F.